From a dataset of Full USPTO retrosynthesis dataset with 1.9M reactions from patents (1976-2016). Predict the reactants needed to synthesize the given product. (1) Given the product [Cl:1][C:2]1[CH:7]=[CH:6][C:5]([C:8]2[CH:13]=[C:12]([C:14]([F:15])([F:17])[F:16])[N:11]3[N:18]=[CH:19][C:20]([C:21]#[C:22][C:27]4[CH:28]=[CH:29][C:24]([NH2:23])=[N:25][CH:26]=4)=[C:10]3[N:9]=2)=[CH:4][CH:3]=1, predict the reactants needed to synthesize it. The reactants are: [Cl:1][C:2]1[CH:7]=[CH:6][C:5]([C:8]2[CH:13]=[C:12]([C:14]([F:17])([F:16])[F:15])[N:11]3[N:18]=[CH:19][C:20]([C:21]#[CH:22])=[C:10]3[N:9]=2)=[CH:4][CH:3]=1.[NH2:23][C:24]1[CH:29]=[CH:28][C:27](Br)=[CH:26][N:25]=1. (2) The reactants are: N#N.[F:3][C:4]([C:7]1[N:8]=[C:9]([CH2:12][N:13]2[N:17]=[C:16]([N+:18]([O-])=O)[CH:15]=[N:14]2)[O:10][CH:11]=1)([F:6])[CH3:5].[NH4+].[Cl-]. Given the product [F:3][C:4]([C:7]1[N:8]=[C:9]([CH2:12][N:13]2[N:17]=[C:16]([NH2:18])[CH:15]=[N:14]2)[O:10][CH:11]=1)([F:6])[CH3:5], predict the reactants needed to synthesize it. (3) Given the product [O:17]=[C:4]1[CH2:5][C:6]2([CH2:7][CH2:8]2)[NH:9][CH2:10][CH:11]1[C:12]([O:14][CH2:15][CH3:16])=[O:13], predict the reactants needed to synthesize it. The reactants are: C(O[C:4](=[O:17])[CH2:5][C:6]1([NH:9][CH2:10][CH2:11][C:12]([O:14][CH2:15][CH3:16])=[O:13])[CH2:8][CH2:7]1)C.CC([O-])(C)C.[K+].C(Cl)Cl.